Dataset: Full USPTO retrosynthesis dataset with 1.9M reactions from patents (1976-2016). Task: Predict the reactants needed to synthesize the given product. (1) The reactants are: Br[C:2]1[CH:3]=[CH:4][CH:5]=[C:6]2[C:11]=1[CH2:10][N:9]([C:12]([O:14][C:15]([CH3:18])([CH3:17])[CH3:16])=[O:13])[CH2:8][CH:7]2[F:19].C(N(CC)CC)C.C1C=CC(P(C2C=CC=CC=2)CCCP(C2C=CC=CC=2)C2C=CC=CC=2)=CC=1.[C]=O. Given the product [F:19][CH:7]1[C:6]2[C:11](=[C:2]([C:12]([O:14][CH3:15])=[O:13])[CH:3]=[CH:4][CH:5]=2)[CH2:10][N:9]([C:12]([O:14][C:15]([CH3:18])([CH3:17])[CH3:16])=[O:13])[CH2:8]1, predict the reactants needed to synthesize it. (2) Given the product [Cl:21][C:8]1[CH:9]=[C:10]([NH:13][S:14]([C:17]([F:20])([F:19])[F:18])(=[O:16])=[O:15])[CH:11]=[CH:12][C:7]=1[C:5]1[N:6]=[C:2]([C:30]2[C:31]3[C:26](=[CH:25][CH:24]=[CH:23][CH:22]=3)[CH:27]=[CH:28][CH:29]=2)[S:3][CH:4]=1, predict the reactants needed to synthesize it. The reactants are: Br[C:2]1[S:3][CH:4]=[C:5]([C:7]2[CH:12]=[CH:11][C:10]([NH:13][S:14]([C:17]([F:20])([F:19])[F:18])(=[O:16])=[O:15])=[CH:9][C:8]=2[Cl:21])[N:6]=1.[C:22]1(B(O)O)[C:31]2[C:26](=[CH:27][CH:28]=[CH:29][CH:30]=2)[CH:25]=[CH:24][CH:23]=1.C(=O)([O-])[O-].[Cs+].[Cs+].CN(C)C=O. (3) The reactants are: C([C:6]1[CH:16]=[CH:15][CH:14]=[CH:13][C:7]=1[CH:8]=[CH:9][C:10]([OH:12])=[O:11])(=O)CCC.[C:17](Cl)(=[O:21])[C:18](Cl)=O.[O:23]1CCOCC1.N1[CH:34]=[CH:33]C=CC=1. Given the product [C:10]([CH:9]=[CH:8][C:7]1[CH:13]=[CH:14][CH:15]=[CH:16][C:6]=1[O:23][C:17](=[O:21])[CH2:18][CH2:33][CH3:34])([OH:12])=[O:11], predict the reactants needed to synthesize it.